Dataset: Full USPTO retrosynthesis dataset with 1.9M reactions from patents (1976-2016). Task: Predict the reactants needed to synthesize the given product. The reactants are: [NH2:1][C:2]1[CH:11]=[CH:10][CH:9]=[C:8]([OH:12])[C:3]=1[C:4]([O:6][CH3:7])=[O:5].C(=O)(O)[O-].[Na+].[C:18](Cl)(=[O:23])[C:19]([CH3:22])([CH3:21])[CH3:20]. Given the product [C:19]([C:18]([NH:1][C:2]1[CH:11]=[CH:10][CH:9]=[C:8]([OH:12])[C:3]=1[C:4]([O:6][CH3:7])=[O:5])=[O:23])([CH3:22])([CH3:21])[CH3:20], predict the reactants needed to synthesize it.